This data is from Catalyst prediction with 721,799 reactions and 888 catalyst types from USPTO. The task is: Predict which catalyst facilitates the given reaction. Reactant: [ClH:1].[CH3:2][N:3]([CH3:26])[CH:4]1[CH2:9][CH2:8][N:7]([C:10](=[O:25])[CH2:11][CH2:12][C:13]2[N:14]([CH2:18][C:19]([O:21][CH:22]([CH3:24])[CH3:23])=[O:20])[CH:15]=[CH:16][N:17]=2)[CH2:6][CH2:5]1. Product: [ClH:1].[CH3:26][N:3]([CH3:2])[CH:4]1[CH2:9][CH2:8][N:7]([C:10](=[O:25])[CH2:11][CH2:12][C:13]2[N:14]([CH2:18][C:19]([O:21][CH:22]([CH3:23])[CH3:24])=[O:20])[CH:15]=[CH:16][N:17]=2)[CH2:6][CH2:5]1. The catalyst class is: 27.